The task is: Predict the reactants needed to synthesize the given product.. This data is from Full USPTO retrosynthesis dataset with 1.9M reactions from patents (1976-2016). Given the product [Br:2][C:3]1[CH:4]=[C:5]2[C:9](=[CH:10][CH:11]=1)[CH2:8][N:7]([CH2:12][CH:13]([CH3:15])[CH3:14])[CH2:6]2, predict the reactants needed to synthesize it. The reactants are: Cl.[Br:2][C:3]1[CH:4]=[C:5]2[C:9](=[CH:10][CH:11]=1)[CH2:8][NH:7][CH2:6]2.[CH:12](=O)[CH:13]([CH3:15])[CH3:14].[BH4-].[Na+].